From a dataset of Catalyst prediction with 721,799 reactions and 888 catalyst types from USPTO. Predict which catalyst facilitates the given reaction. (1) Product: [Br:1][C:2]1[C:10]2[C:5](=[CH:6][CH:7]=[C:8]([C:11]#[N:12])[CH:9]=2)[NH:4][N:3]=1. Reactant: [Br:1][C:2]1[C:10]2[C:5](=[CH:6][CH:7]=[C:8]([C:11]#[N:12])[CH:9]=2)[N:4](C2CCCCO2)[N:3]=1.Cl. The catalyst class is: 8. (2) Reactant: [C:1]([O:8][CH3:9])(=[O:7])[CH2:2][C:3]([O:5][CH3:6])=[O:4].[H-].[Na+].Cl[C:13]1([C:24]2[C:25]([O:30][CH2:31][CH3:32])=[N:26][CH:27]=[CH:28][CH:29]=2)[C:21]2[C:16](=[CH:17][CH:18]=[C:19]([Cl:22])[CH:20]=2)[NH:15][C:14]1=[O:23].Cl. Product: [Cl:22][C:19]1[CH:20]=[C:21]2[C:16](=[CH:17][CH:18]=1)[NH:15][C:14](=[O:23])[C:13]2([CH:2]([C:1]([O:8][CH3:9])=[O:7])[C:3]([O:5][CH3:6])=[O:4])[C:24]1[C:25]([O:30][CH2:31][CH3:32])=[N:26][CH:27]=[CH:28][CH:29]=1. The catalyst class is: 204. (3) Reactant: C(O[BH-](OC(=O)C)OC(=O)C)(=O)C.[Na+].[ClH:15].[CH3:16][CH:17]([NH:19][C:20]1[C:25]([C:26]#[N:27])=[CH:24][C:23]([C:28]2[O:32][N:31]=[C:30]([C:33]3[CH:43]=[CH:42][C:36]4[CH2:37][CH2:38][NH:39][CH2:40][CH2:41][C:35]=4[C:34]=3[CH3:44])[N:29]=2)=[CH:22][N:21]=1)[CH3:18].CC1(C)[O:51][CH2:50][C:49](=O)[CH2:48][O:47]1.C(=O)([O-])O.[Na+]. Product: [ClH:15].[OH:47][CH2:48][CH:49]([N:39]1[CH2:38][CH2:37][C:36]2[CH:42]=[CH:43][C:33]([C:30]3[N:29]=[C:28]([C:23]4[CH:24]=[C:25]([C:26]#[N:27])[C:20]([NH:19][CH:17]([CH3:16])[CH3:18])=[N:21][CH:22]=4)[O:32][N:31]=3)=[C:34]([CH3:44])[C:35]=2[CH2:41][CH2:40]1)[CH2:50][OH:51]. The catalyst class is: 2. (4) Reactant: [OH:1][C:2]1[CH:9]=[CH:8][C:5]([CH:6]=[O:7])=[CH:4][C:3]=1[O:10][CH2:11][O:12][CH2:13][CH2:14][Si:15]([CH3:18])([CH3:17])[CH3:16].[CH2:19](Br)[CH:20]=[CH2:21].C([O-])([O-])=O.[K+].[K+]. Product: [CH2:21]([O:1][C:2]1[CH:9]=[CH:8][C:5]([CH:6]=[O:7])=[CH:4][C:3]=1[O:10][CH2:11][O:12][CH2:13][CH2:14][Si:15]([CH3:18])([CH3:17])[CH3:16])[CH:20]=[CH2:19]. The catalyst class is: 21. (5) Reactant: C([N:3]([CH2:6]C)CC)C.C1(P(N=[N+]=[N-])(C2C=CC=CC=2)=[O:15])C=CC=CC=1.[CH2:25]([OH:32])[C:26]1[CH:31]=[CH:30][CH:29]=[CH:28][CH:27]=1.[CH2:33]([O:35][C:36](=[O:55])[CH:37]([NH:43][C:44]([C:46]1[CH:51]=[CH:50][C:49](C(O)=O)=[CH:48][N:47]=1)=[O:45])[C:38]([O:40][CH2:41][CH3:42])=[O:39])[CH3:34]. Product: [CH2:41]([O:40][C:38](=[O:39])[CH:37]([NH:43][C:44]([C:46]1[CH:51]=[CH:50][C:49]([NH:3][C:6]([O:32][CH2:25][C:26]2[CH:31]=[CH:30][CH:29]=[CH:28][CH:27]=2)=[O:15])=[CH:48][N:47]=1)=[O:45])[C:36]([O:35][CH2:33][CH3:34])=[O:55])[CH3:42]. The catalyst class is: 12. (6) Reactant: [S:1]1[C:5]2[CH:6]=[CH:7][CH:8]=[CH:9][C:4]=2[N:3]=[C:2]1[C:10]1[C:11](=[O:31])[NH:12][C:13]([S:29][CH3:30])=[N:14][C:15]=1[NH:16][C@H:17]1[C@H:24]2[C@H:20]([O:21]C(C)(C)[O:23]2)[C@@H:19]([CH2:27][OH:28])[CH2:18]1.Cl. Product: [S:1]1[C:5]2[CH:6]=[CH:7][CH:8]=[CH:9][C:4]=2[N:3]=[C:2]1[C:10]1[C:11](=[O:31])[NH:12][C:13]([S:29][CH3:30])=[N:14][C:15]=1[NH:16][C@@H:17]1[CH2:18][C@H:19]([CH2:27][OH:28])[C@@H:20]([OH:21])[C@H:24]1[OH:23]. The catalyst class is: 5. (7) Reactant: [F:1][C:2]1[CH:7]=[CH:6][C:5]([N+:8]([O-:10])=[O:9])=[CH:4][C:3]=1[N:11]1[C:15](=[O:16])[NH:14][N:13]=[N:12]1.CN(C=O)C.C([O-])([O-])=O.[K+].[K+].Br[CH2:29][CH2:30][F:31]. Product: [F:1][C:2]1[CH:7]=[CH:6][C:5]([N+:8]([O-:10])=[O:9])=[CH:4][C:3]=1[N:11]1[C:15](=[O:16])[N:14]([CH2:29][CH2:30][F:31])[N:13]=[N:12]1. The catalyst class is: 69. (8) Product: [C:32]([O:31][C:30]([NH:29][CH2:28][CH:27]([O:26][Si:19]([C:22]([CH3:25])([CH3:24])[CH3:23])([CH3:20])[CH3:21])[CH2:37][O:38][C:39]1[CH:40]=[C:41]([C:2]2[CH:3]=[C:4]([C:14]([O:16][CH2:17][CH3:18])=[O:15])[C:5]3[C:6](=[N:8][N:9]([CH:11]([CH3:13])[CH3:12])[CH:10]=3)[N:7]=2)[CH:42]=[CH:43][CH:44]=1)=[O:36])([CH3:35])([CH3:34])[CH3:33]. Reactant: Br[C:2]1[CH:3]=[C:4]([C:14]([O:16][CH2:17][CH3:18])=[O:15])[C:5]2[C:6](=[N:8][N:9]([CH:11]([CH3:13])[CH3:12])[CH:10]=2)[N:7]=1.[Si:19]([O:26][CH:27]([CH2:37][O:38][C:39]1[CH:44]=[CH:43][CH:42]=[C:41](B2OC(C)(C)C(C)(C)O2)[CH:40]=1)[CH2:28][NH:29][C:30](=[O:36])[O:31][C:32]([CH3:35])([CH3:34])[CH3:33])([C:22]([CH3:25])([CH3:24])[CH3:23])([CH3:21])[CH3:20].C([O-])([O-])=O.[Na+].[Na+]. The catalyst class is: 622.